Dataset: Forward reaction prediction with 1.9M reactions from USPTO patents (1976-2016). Task: Predict the product of the given reaction. (1) The product is: [Cl:1][C:2]1[CH:3]=[CH:4][C:5]([CH2:8][CH:9]([C:14]2[CH:15]=[CH:16][CH:17]=[CH:18][CH:19]=2)[C:10]([OH:12])=[O:11])=[CH:6][CH:7]=1. Given the reactants [Cl:1][C:2]1[CH:7]=[CH:6][C:5]([CH2:8][CH:9]([C:14]2[CH:19]=[CH:18][CH:17]=[CH:16][CH:15]=2)[C:10]([O:12]C)=[O:11])=[CH:4][CH:3]=1.O.[OH-].[Li+], predict the reaction product. (2) Given the reactants [F:1][C:2]1[C:7]([OH:8])=[CH:6][CH:5]=[C:4]([F:9])[C:3]=1[C:10]([NH2:12])=[O:11].[Br:13][C:14]1[CH:15]=[CH:16][C:17]2[S:21][C:20]([CH2:22]Br)=[N:19][C:18]=2[CH:24]=1, predict the reaction product. The product is: [Br:13][C:14]1[CH:15]=[CH:16][C:17]2[S:21][C:20]([CH2:22][O:8][C:7]3[C:2]([F:1])=[C:3]([C:10]([NH2:12])=[O:11])[C:4]([F:9])=[CH:5][CH:6]=3)=[N:19][C:18]=2[CH:24]=1.